This data is from Reaction yield outcomes from USPTO patents with 853,638 reactions. The task is: Predict the reaction yield, written as a fraction of the theoretical maximum amount of product (1.0 means a 100% yield; for example, 0.34 means a 34% yield). (1) The reactants are [CH2:1]([O:8][CH2:9][CH2:10][CH2:11][C@H:12]1[CH2:16][CH2:15][N:14](C(OC(C)(C)C)=O)[CH2:13]1)[C:2]1[CH:7]=[CH:6][CH:5]=[CH:4][CH:3]=1.C(O)(C(F)(F)F)=O. The catalyst is C(Cl)Cl. The product is [CH2:1]([O:8][CH2:9][CH2:10][CH2:11][C@H:12]1[CH2:16][CH2:15][NH:14][CH2:13]1)[C:2]1[CH:7]=[CH:6][CH:5]=[CH:4][CH:3]=1. The yield is 0.970. (2) The reactants are [CH2:1]([N:3]1[C:15]2[CH:14]=[CH:13][C:12]([NH:16][C:17](=[O:29])[CH2:18][CH2:19][CH2:20][NH:21]C(=O)OC(C)(C)C)=[CH:11][C:10]=2[C:9]2[C:4]1=[CH:5][CH:6]=[CH:7][CH:8]=2)[CH3:2].[ClH:30].C(OCC)(=O)C. The catalyst is C(OCC)(=O)C. The product is [ClH:30].[NH2:21][CH2:20][CH2:19][CH2:18][C:17]([NH:16][C:12]1[CH:13]=[CH:14][C:15]2[N:3]([CH2:1][CH3:2])[C:4]3[C:9]([C:10]=2[CH:11]=1)=[CH:8][CH:7]=[CH:6][CH:5]=3)=[O:29]. The yield is 0.742. (3) The reactants are [Br:1][C:2]1[CH:9]=[CH:8][C:5]([CH2:6]Br)=[CH:4][CH:3]=1.[CH3:10][C:11]1([CH3:17])[O:16][CH2:15][CH2:14][NH:13][CH2:12]1.C(=O)([O-])[O-].[K+].[K+]. The catalyst is C(#N)C. The product is [Br:1][C:2]1[CH:9]=[CH:8][C:5]([CH2:6][N:13]2[CH2:14][CH2:15][O:16][C:11]([CH3:17])([CH3:10])[CH2:12]2)=[CH:4][CH:3]=1. The yield is 0.970. (4) The reactants are [CH3:1][C:2]([Si:5]([CH3:27])([CH3:26])[O:6][C@H:7]1[CH2:12][N:11]([C:13]([O:15][CH2:16][C:17]2[CH:22]=[CH:21][CH:20]=[CH:19][CH:18]=2)=[O:14])[CH2:10][C@@H:9]([C:23](O)=[O:24])[CH2:8]1)([CH3:4])[CH3:3].B.C1COCC1. The catalyst is C1COCC1. The product is [CH3:4][C:2]([Si:5]([CH3:27])([CH3:26])[O:6][C@H:7]1[CH2:8][C@@H:9]([CH2:23][OH:24])[CH2:10][N:11]([C:13]([O:15][CH2:16][C:17]2[CH:18]=[CH:19][CH:20]=[CH:21][CH:22]=2)=[O:14])[CH2:12]1)([CH3:1])[CH3:3]. The yield is 0.730. (5) The reactants are [CH2:1]([NH:8][C:9]([NH:11][CH2:12][C:13]#[N:14])=[O:10])[C:2]1[CH:7]=[CH:6][CH:5]=[CH:4][CH:3]=1.[H-].[Na+]. The catalyst is O1CCCC1. The product is [CH2:1]([N:8]1[C:13](=[NH:14])[CH2:12][NH:11][C:9]1=[O:10])[C:2]1[CH:7]=[CH:6][CH:5]=[CH:4][CH:3]=1. The yield is 0.390. (6) The yield is 0.960. The product is [OH:21][C:20]1[C:19]2[C:18](=[CH:27][CH:26]=[CH:25][CH:24]=2)[N:9]([N:8]=[CH:1][C:2]2[CH:3]=[CH:4][CH:5]=[CH:6][CH:7]=2)[C:10](=[O:17])[C:11]=1[C:12]([O:14][CH2:15][CH3:16])=[O:13]. The reactants are [CH:1](=[N:8][N:9]([C:18]1[CH:27]=[CH:26][CH:25]=[CH:24][C:19]=1[C:20](OC)=[O:21])[C:10](=[O:17])[CH2:11][C:12]([O:14][CH2:15][CH3:16])=[O:13])[C:2]1[CH:7]=[CH:6][CH:5]=[CH:4][CH:3]=1.[O-]CC.[Na+].O.Cl. The catalyst is C(O)C.